From a dataset of Forward reaction prediction with 1.9M reactions from USPTO patents (1976-2016). Predict the product of the given reaction. (1) Given the reactants CO[C:3]([C:5]1[CH:10]=[CH:9][N:8]=[C:7]([NH2:11])[CH:6]=1)=[O:4].[CH3:12][Li], predict the reaction product. The product is: [NH2:11][C:7]1[CH:6]=[C:5]([C:3](=[O:4])[CH3:12])[CH:10]=[CH:9][N:8]=1. (2) Given the reactants COC[N:4]1[C:9]2[CH:10]=[C:11]([C:14]3[S:15][CH2:16][CH:17](O)[N:18]=3)[CH:12]=[CH:13][C:8]=2[S:7][C:6]2[N:20]=[CH:21][CH:22]=[N:23][C:5]1=2.N1C=CC=CC=1.FC(F)(F)C(OC(=O)C(F)(F)F)=O.C(=O)(O)[O-].[Na+], predict the reaction product. The product is: [S:15]1[CH:16]=[CH:17][N:18]=[C:14]1[C:11]1[CH:12]=[CH:13][C:8]2[S:7][C:6]3[N:20]=[CH:21][CH:22]=[N:23][C:5]=3[NH:4][C:9]=2[CH:10]=1. (3) Given the reactants [H-].[Na+].[CH2:3]([CH:10]1[NH:14][C:13]2([CH2:19][CH2:18][N:17]([C:20]([O:22][C:23]([CH3:26])([CH3:25])[CH3:24])=[O:21])[CH2:16][CH2:15]2)[NH:12][C:11]1=[O:27])[C:4]1[CH:9]=[CH:8][CH:7]=[CH:6][CH:5]=1.[CH2:28](Cl)[C:29]1[CH:34]=[CH:33][CH:32]=[CH:31][CH:30]=1.[NH4+].[Cl-], predict the reaction product. The product is: [CH2:28]([N:12]1[C:13]2([CH2:15][CH2:16][N:17]([C:20]([O:22][C:23]([CH3:24])([CH3:26])[CH3:25])=[O:21])[CH2:18][CH2:19]2)[NH:14][CH:10]([CH2:3][C:4]2[CH:9]=[CH:8][CH:7]=[CH:6][CH:5]=2)[C:11]1=[O:27])[C:29]1[CH:34]=[CH:33][CH:32]=[CH:31][CH:30]=1. (4) Given the reactants [N:1]1[C:9]2[C:4](=[N:5][CH:6]=[CH:7][CH:8]=2)[N:3]([C:10]2[CH:15]=[CH:14][C:13]([CH2:16][C:17]([OH:19])=O)=[CH:12][CH:11]=2)[CH:2]=1.[C:20]([C:24]1[CH:25]=[C:26]([NH2:39])[N:27]([C:29]2[CH:34]=[CH:33][C:32]([CH2:35][N:36]([CH3:38])[CH3:37])=[CH:31][CH:30]=2)[N:28]=1)([CH3:23])([CH3:22])[CH3:21], predict the reaction product. The product is: [C:20]([C:24]1[CH:25]=[C:26]([NH:39][C:17](=[O:19])[CH2:16][C:13]2[CH:12]=[CH:11][C:10]([N:3]3[C:4]4=[N:5][CH:6]=[CH:7][CH:8]=[C:9]4[N:1]=[CH:2]3)=[CH:15][CH:14]=2)[N:27]([C:29]2[CH:30]=[CH:31][C:32]([CH2:35][N:36]([CH3:37])[CH3:38])=[CH:33][CH:34]=2)[N:28]=1)([CH3:23])([CH3:21])[CH3:22].